This data is from Forward reaction prediction with 1.9M reactions from USPTO patents (1976-2016). The task is: Predict the product of the given reaction. (1) Given the reactants C([O:3][C:4]([C:6]1[N:7]=[C:8]([C:11]2[CH:16]=[CH:15][C:14]([S:17]([CH3:20])(=[O:19])=[O:18])=[C:13]([F:21])[CH:12]=2)[O:9][CH:10]=1)=[O:5])C.[OH-].[Na+], predict the reaction product. The product is: [F:21][C:13]1[CH:12]=[C:11]([C:8]2[O:9][CH:10]=[C:6]([C:4]([OH:5])=[O:3])[N:7]=2)[CH:16]=[CH:15][C:14]=1[S:17]([CH3:20])(=[O:19])=[O:18]. (2) Given the reactants C([O:8][C:9]1[CH:29]=[C:28]([CH2:30][CH3:31])[CH:27]=[CH:26][C:10]=1[O:11][C:12]1[CH:17]=[CH:16][C:15]([S:18]([NH:21][CH2:22][CH2:23][CH3:24])(=[O:20])=[O:19])=[CH:14][C:13]=1[F:25])C1C=CC=CC=1.O1CCCC1, predict the reaction product. The product is: [CH2:30]([C:28]1[CH:27]=[CH:26][C:10]([O:11][C:12]2[CH:17]=[CH:16][C:15]([S:18]([NH:21][CH2:22][CH2:23][CH3:24])(=[O:20])=[O:19])=[CH:14][C:13]=2[F:25])=[C:9]([OH:8])[CH:29]=1)[CH3:31]. (3) The product is: [F:1][C:2]1[CH:10]=[CH:9][C:5]([C:6]([O:8][C:12]([CH3:15])([CH3:14])[CH3:13])=[O:7])=[CH:4][C:3]=1[OH:11]. Given the reactants [F:1][C:2]1[CH:10]=[CH:9][C:5]([C:6]([OH:8])=[O:7])=[CH:4][C:3]=1[OH:11].[C:12](OC(O[C:12]([CH3:15])([CH3:14])[CH3:13])N(C)C)([CH3:15])([CH3:14])[CH3:13], predict the reaction product. (4) Given the reactants [H-].[Al+3].[Li+].[H-].[H-].[H-].[Cl:7][C:8]1[CH:9]=[CH:10][C:11]2[N:17]3[C:18]([CH:21]=[C:22]([CH3:24])[CH3:23])=[CH:19][CH:20]=[C:16]3[CH:15]([CH2:25][C:26](OC)=[O:27])[O:14][CH:13]([C:30]3[CH:35]=[CH:34][CH:33]=[C:32]([O:36][CH3:37])[C:31]=3[O:38][CH3:39])[C:12]=2[CH:40]=1.C(C(C(C([O-])=O)O)O)([O-])=O.[Na+].[K+], predict the reaction product. The product is: [Cl:7][C:8]1[CH:9]=[CH:10][C:11]2[N:17]3[C:18]([CH:21]=[C:22]([CH3:24])[CH3:23])=[CH:19][CH:20]=[C:16]3[CH:15]([CH2:25][CH2:26][OH:27])[O:14][CH:13]([C:30]3[CH:35]=[CH:34][CH:33]=[C:32]([O:36][CH3:37])[C:31]=3[O:38][CH3:39])[C:12]=2[CH:40]=1. (5) Given the reactants Br[C:2]1[CH:10]=[C:9]2[C:5]([CH:6]=[CH:7][NH:8]2)=[C:4]([Cl:11])[CH:3]=1.[CH3:12][N:13]1[CH:17]=[C:16](B2OC(C)(C)C(C)(C)O2)[CH:15]=[N:14]1.C([O-])([O-])=O.[Na+].[Na+].O, predict the reaction product. The product is: [Cl:11][C:4]1[CH:3]=[C:2]([C:16]2[CH:15]=[N:14][N:13]([CH3:12])[CH:17]=2)[CH:10]=[C:9]2[C:5]=1[CH:6]=[CH:7][NH:8]2. (6) Given the reactants [C:1]([C:3]1[C:4]([N:18]2[CH2:21][CH:20]([C:22]([OH:24])=O)[CH2:19]2)=[N:5][C:6]([C:14]([F:17])([F:16])[F:15])=[C:7]([C:9]([O:11][CH2:12][CH3:13])=[O:10])[CH:8]=1)#[N:2].[Cl:25][C:26]1[CH:31]=[CH:30][C:29]([CH2:32][S:33]([NH2:36])(=[O:35])=[O:34])=[CH:28][CH:27]=1, predict the reaction product. The product is: [Cl:25][C:26]1[CH:31]=[CH:30][C:29]([CH2:32][S:33]([NH:36][C:22]([CH:20]2[CH2:19][N:18]([C:4]3[C:3]([C:1]#[N:2])=[CH:8][C:7]([C:9]([O:11][CH2:12][CH3:13])=[O:10])=[C:6]([C:14]([F:17])([F:16])[F:15])[N:5]=3)[CH2:21]2)=[O:24])(=[O:34])=[O:35])=[CH:28][CH:27]=1.